The task is: Predict the reaction yield, written as a fraction of the theoretical maximum amount of product (1.0 means a 100% yield; for example, 0.34 means a 34% yield).. This data is from Reaction yield outcomes from USPTO patents with 853,638 reactions. (1) The reactants are CC1NC(C)=CC=1[C:7]1[CH:12]=[CH:11][CH:10]=[C:9]([C:13]2[C:22]3[CH2:21][CH2:20][CH2:19][CH2:18][C:17]=3[C:16]([OH:23])=[CH:15][CH:14]=2)[N:8]=1.Cl[CH:26]1C[CH2:30][CH2:29][CH2:28][C:27]1=O.C(=O)([O-])[O-].[K+].[K+].[I-].[Na+].Cl.CON.[CH2:45]=[N:46]O.CSC.B.C(=O)([O-])[O-].[Na+].[Na+].[F-].[Cs+].Cl.[NH2:61]O. The catalyst is CN(C)C=O.CO.O1CCCC1.C(O)C.C(N(CC)CC)C. The product is [NH2:46][CH:45]1[CH2:30][CH2:29][CH2:28][CH2:27][CH:26]1[O:23][C:16]1[C:17]2[CH2:18][CH2:19][CH2:20][CH2:21][C:22]=2[C:13]([C:9]2[N:8]=[C:7]([NH2:61])[CH:12]=[CH:11][CH:10]=2)=[CH:14][CH:15]=1. The yield is 0.890. (2) The reactants are [F:1][C:2]1[C:7]2[O:8][C:9]([CH3:14])([CH3:13])[C:10](=O)[NH:11][C:6]=2[CH:5]=[C:4]([N+:15]([O-:17])=[O:16])[CH:3]=1.P12(SP3(SP(SP(S3)(S1)=S)(=S)S2)=S)=[S:19]. The catalyst is C1COCC1. The product is [F:1][C:2]1[C:7]2[O:8][C:9]([CH3:14])([CH3:13])[C:10](=[S:19])[NH:11][C:6]=2[CH:5]=[C:4]([N+:15]([O-:17])=[O:16])[CH:3]=1. The yield is 0.690. (3) The reactants are [Si]([O:8][C@@H:9]1[C@@H:14]([CH3:15])[CH2:13][N:12]([C:16]2[CH:21]=[CH:20][N:19]=[CH:18][C:17]=2[NH:22][C:23]2[N:27]3[N:28]=[C:29]([C:32]4[C:37]([F:38])=[CH:36][CH:35]=[CH:34][C:33]=4[F:39])[CH:30]=[CH:31][C:26]3=[CH:25][N:24]=2)[CH2:11][C@H:10]1[NH:40]C(=O)OC(C)(C)C)(C(C)(C)C)(C)C.Cl. The catalyst is C1COCC1.CO. The product is [NH2:40][C@H:10]1[C@H:9]([OH:8])[C@@H:14]([CH3:15])[CH2:13][N:12]([C:16]2[CH:21]=[CH:20][N:19]=[CH:18][C:17]=2[NH:22][C:23]2[N:27]3[N:28]=[C:29]([C:32]4[C:37]([F:38])=[CH:36][CH:35]=[CH:34][C:33]=4[F:39])[CH:30]=[CH:31][C:26]3=[CH:25][N:24]=2)[CH2:11]1. The yield is 0.980. (4) The reactants are O[Li].[OH2:3].[NH:4]1[C:14]2[C:9](=[CH:10][CH:11]=[CH:12][CH:13]=2)[C:7](=O)[C:5]1=[O:6].C(O[CH2:19][C:20]([C:22]1[CH:27]=[CH:26][CH:25]=[CH:24][CH:23]=1)=O)(=O)C.Cl.[OH2:29]. The catalyst is COCCCC. The product is [OH:3][C:19]1[C:20]([C:22]2[CH:27]=[CH:26][CH:25]=[CH:24][CH:23]=2)=[N:4][C:14]2[C:9]([C:7]=1[C:5]([OH:6])=[O:29])=[CH:10][CH:11]=[CH:12][CH:13]=2. The yield is 0.820. (5) The reactants are [Cl:1][C:2]1[CH:7]=[CH:6][C:5]([C:8]2[C:12]([CH2:13][O:14][C:15]3[CH:23]=[CH:22][C:18]([C:19]([OH:21])=O)=[CH:17][N:16]=3)=[C:11]([CH2:24][OH:25])[O:10][N:9]=2)=[CH:4][CH:3]=1.Cl.[CH3:27][NH:28][CH3:29].O.ON1C2C=CC=CC=2N=N1.C(N(C(C)C)C(C)C)C.Cl.CN(C)CCCN=C=NCC. The catalyst is C1COCC1. The product is [Cl:1][C:2]1[CH:3]=[CH:4][C:5]([C:8]2[C:12]([CH2:13][O:14][C:15]3[CH:23]=[CH:22][C:18]([C:19]([N:28]([CH3:29])[CH3:27])=[O:21])=[CH:17][N:16]=3)=[C:11]([CH2:24][OH:25])[O:10][N:9]=2)=[CH:6][CH:7]=1. The yield is 0.610. (6) No catalyst specified. The yield is 0.610. The reactants are I[C:2]1[CH:3]=[CH:4][C:5]2[N:6]([CH:8]=[C:9]([NH:11][C:12]([C:14]3[CH:19]=[CH:18][C:17]([C:20]([CH3:26])([CH3:25])[C:21]([O:23][CH3:24])=[O:22])=[CH:16][CH:15]=3)=[O:13])[N:10]=2)[CH:7]=1.[O:27]1[CH:31]=[CH:30][C:29](B(O)O)=[CH:28]1. The product is [CH3:25][C:20]([C:17]1[CH:18]=[CH:19][C:14]([C:12](=[O:13])[NH:11][C:9]2[N:10]=[C:5]3[CH:4]=[CH:3][C:2]([C:29]4[CH:30]=[CH:31][O:27][CH:28]=4)=[CH:7][N:6]3[CH:8]=2)=[CH:15][CH:16]=1)([CH3:26])[C:21]([O:23][CH3:24])=[O:22]. (7) The reactants are [C:1]1([N:7]([C:17]2[CH:22]=[CH:21][CH:20]=[CH:19][CH:18]=2)[C:8]2[CH:13]=[CH:12][C:11](B(O)O)=[CH:10][CH:9]=2)[CH:6]=[CH:5][CH:4]=[CH:3][CH:2]=1.[Br:23][C:24]1[CH:29]=[CH:28][C:27](Br)=[CH:26][C:25]=1[CH3:31].C([O-])([O-])=O.[K+].[K+]. The catalyst is O1CCOCC1.O.C1C=CC([P]([Pd]([P](C2C=CC=CC=2)(C2C=CC=CC=2)C2C=CC=CC=2)([P](C2C=CC=CC=2)(C2C=CC=CC=2)C2C=CC=CC=2)[P](C2C=CC=CC=2)(C2C=CC=CC=2)C2C=CC=CC=2)(C2C=CC=CC=2)C2C=CC=CC=2)=CC=1. The product is [Br:23][C:24]1[CH:29]=[CH:28][C:27]([C:11]2[CH:12]=[CH:13][C:8]([N:7]([C:1]3[CH:6]=[CH:5][CH:4]=[CH:3][CH:2]=3)[C:17]3[CH:22]=[CH:21][CH:20]=[CH:19][CH:18]=3)=[CH:9][CH:10]=2)=[CH:26][C:25]=1[CH3:31]. The yield is 0.670. (8) The reactants are Br[CH2:2][C:3]1[N:7]([CH3:8])[N:6]=[C:5]([N+:9]([O-:11])=[O:10])[CH:4]=1.[NH:12]1[CH2:15][CH2:14][CH2:13]1.[CH2:16]1COCC1. No catalyst specified. The product is [N:12]1([CH2:2][C:3]2[N:7]([CH2:8][CH3:16])[N:6]=[C:5]([N+:9]([O-:11])=[O:10])[CH:4]=2)[CH2:15][CH2:14][CH2:13]1. The yield is 0.990. (9) The reactants are [NH2:1][C@@H:2]1[CH2:6][CH2:5][N:4]([C:7]2[S:8][C:9]([C:13]([O:15][CH2:16][CH3:17])=[O:14])=[C:10]([CH3:12])[N:11]=2)[CH2:3]1.[Cl:18][C:19]1[N:20]=[C:21]([C:26](O)=[O:27])[NH:22][C:23]=1[CH2:24][CH3:25].CCN=C=NCCCN(C)C.Cl.ON1C2C=CC=CC=2N=N1.CN1CCOCC1. No catalyst specified. The product is [Cl:18][C:19]1[N:20]=[C:21]([C:26]([NH:1][C@@H:2]2[CH2:6][CH2:5][N:4]([C:7]3[S:8][C:9]([C:13]([O:15][CH2:16][CH3:17])=[O:14])=[C:10]([CH3:12])[N:11]=3)[CH2:3]2)=[O:27])[NH:22][C:23]=1[CH2:24][CH3:25]. The yield is 0.830. (10) The reactants are [CH3:1][O:2][C:3](=[O:16])[C:4]1[CH:9]=[C:8]([Cl:10])[CH:7]=[C:6]([C:11]#[C:12][CH2:13][CH3:14])[C:5]=1[NH2:15]. The catalyst is CC#N.[Pd](Cl)Cl. The product is [CH3:1][O:2][C:3]([C:4]1[CH:9]=[C:8]([Cl:10])[CH:7]=[C:6]2[C:5]=1[NH:15][C:12]([CH2:13][CH3:14])=[CH:11]2)=[O:16]. The yield is 0.950.